From a dataset of Reaction yield outcomes from USPTO patents with 853,638 reactions. Predict the reaction yield, written as a fraction of the theoretical maximum amount of product (1.0 means a 100% yield; for example, 0.34 means a 34% yield). The reactants are [OH:1][C:2]1[CH:3]=[C:4](/[CH:10]=[CH:11]/[C:12]([NH:14][C:15]2[CH:23]=[CH:22][CH:21]=[CH:20][C:16]=2[C:17]([OH:19])=[O:18])=O)[CH:5]=[CH:6][C:7]=1[O:8][CH3:9].[C:24](OC(=O)C)(=[O:26])[CH3:25]. The catalyst is O. The product is [C:24]([O:1][C:2]1[CH:3]=[C:4]([CH:5]=[CH:6][C:7]=1[O:8][CH3:9])/[CH:10]=[CH:11]/[C:12]1[O:19][C:17](=[O:18])[C:16]2[CH:20]=[CH:21][CH:22]=[CH:23][C:15]=2[N:14]=1)(=[O:26])[CH3:25]. The yield is 0.930.